From a dataset of Full USPTO retrosynthesis dataset with 1.9M reactions from patents (1976-2016). Predict the reactants needed to synthesize the given product. (1) Given the product [CH2:1]([O:8][C:9]([NH:11][C:12]1[CH:17]=[CH:16][C:15]([C:18]2[O:19][C:20]([CH3:27])=[C:21]([C:23]([O:25][CH3:26])=[O:24])[N:22]=2)=[CH:14][C:13]=1[CH3:28])=[O:10])[C:2]1[CH:7]=[CH:6][CH:5]=[CH:4][CH:3]=1, predict the reactants needed to synthesize it. The reactants are: [CH2:1]([O:8][C:9]([NH:11][C:12]1[CH:17]=[CH:16][C:15]([C:18]2[O:19][CH:20]([CH3:27])[CH:21]([C:23]([O:25][CH3:26])=[O:24])[N:22]=2)=[CH:14][C:13]=1[CH3:28])=[O:10])[C:2]1[CH:7]=[CH:6][CH:5]=[CH:4][CH:3]=1.BrCC(Cl)(Cl)Cl.C1CCN2C(=NCCC2)CC1. (2) Given the product [ClH:1].[ClH:32].[NH2:23][C:21]1[CH:20]=[CH:19][N:18]=[C:17]([CH2:16][CH2:15][C:11]2[CH:10]=[C:9]([NH:8][C:6]3[C:5]([Cl:31])=[CH:4][N:3]=[C:2]([Cl:1])[N:7]=3)[CH:14]=[CH:13][CH:12]=2)[CH:22]=1, predict the reactants needed to synthesize it. The reactants are: [Cl:1][C:2]1[N:7]=[C:6]([NH:8][C:9]2[CH:10]=[C:11]([CH2:15][CH2:16][C:17]3[CH:22]=[C:21]([NH:23]C(=O)OC(C)(C)C)[CH:20]=[CH:19][N:18]=3)[CH:12]=[CH:13][CH:14]=2)[C:5]([Cl:31])=[CH:4][N:3]=1.[ClH:32]. (3) The reactants are: [CH2:1]([CH:8]1[C:16]2[C:11](=[CH:12][CH:13]=[C:14]([O:17][CH2:18][CH2:19][NH:20][S:21]([C:24]3[N:25]=[CH:26][N:27]([CH3:29])[CH:28]=3)(=[O:23])=[O:22])[CH:15]=2)[CH2:10][CH:9]1[NH:30][C:31](=O)[C:32]([CH3:36])([CH3:35])[CH2:33][Cl:34])[C:2]1[CH:7]=[CH:6][CH:5]=[CH:4][CH:3]=1. Given the product [CH2:1]([CH:8]1[C:16]2[C:11](=[CH:12][CH:13]=[C:14]([O:17][CH2:18][CH2:19][NH:20][S:21]([C:24]3[N:25]=[CH:26][N:27]([CH3:29])[CH:28]=3)(=[O:23])=[O:22])[CH:15]=2)[CH2:10][CH:9]1[NH:30][CH2:31][C:32]([CH3:36])([CH3:35])[CH2:33][Cl:34])[C:2]1[CH:3]=[CH:4][CH:5]=[CH:6][CH:7]=1, predict the reactants needed to synthesize it. (4) Given the product [O:1]=[C:2]1[C:3]([C:4]([OH:6])=[O:5])=[CH:7][CH:8]=[CH:9][N:10]1[CH2:18][C:17]1[CH:20]=[CH:21][C:14]([Br:13])=[CH:15][CH:16]=1, predict the reactants needed to synthesize it. The reactants are: [OH:1][C:2]1[N:10]=[CH:9][CH:8]=[CH:7][C:3]=1[C:4]([OH:6])=[O:5].[OH-].[Na+].[Br:13][C:14]1[CH:21]=[CH:20][C:17]([CH2:18]Br)=[CH:16][CH:15]=1. (5) Given the product [F:16][C:13]1[CH:12]=[CH:11][C:10]([C:8]2[CH:7]=[N:6][N:5]([CH2:1][CH2:2][C:3]#[C:4][C:18]3[CH:19]=[CH:20][CH:21]=[CH:22][N:17]=3)[CH:9]=2)=[CH:15][CH:14]=1, predict the reactants needed to synthesize it. The reactants are: [CH2:1]([N:5]1[CH:9]=[C:8]([C:10]2[CH:15]=[CH:14][C:13]([F:16])=[CH:12][CH:11]=2)[CH:7]=[N:6]1)[CH2:2][C:3]#[CH:4].[N:17]1[CH:22]=[CH:21][CH:20]=[CH:19][CH:18]=1. (6) Given the product [Na+:26].[Na+:26].[Br:1][C:2]1[CH:14]=[CH:13][C:12]2[C:11]3[C:6](=[CH:7][C:8]([Br:15])=[CH:9][CH:10]=3)[C:5]([CH2:24][CH2:17][CH2:18][CH2:19][S:20]([O-:22])(=[O:21])=[O:25])([CH2:24][CH2:17][CH2:18][CH2:19][S:20]([O-:23])(=[O:22])=[O:21])[C:4]=2[CH:3]=1, predict the reactants needed to synthesize it. The reactants are: [Br:1][C:2]1[CH:14]=[CH:13][C:12]2[C:11]3[C:6](=[CH:7][C:8]([Br:15])=[CH:9][CH:10]=3)[CH2:5][C:4]=2[CH:3]=1.[Br-].[CH2:17]1[CH2:24][O:23][S:20](=[O:22])(=[O:21])[CH2:19][CH2:18]1.[OH-:25].[Na+:26]. (7) The reactants are: [F:1][C:2]1[C:9]([F:10])=[C:8](F)[C:7]([F:12])=[CH:6][C:3]=1[C:4]#[N:5].[OH:13][C:14]([C@H:17]1[CH2:21][CH2:20][NH:19][C@H:18]1[CH3:22])([CH3:16])[CH3:15].C(=O)([O-])[O-].[Li+].[Li+]. Given the product [F:1][C:2]1[C:9]([F:10])=[C:8]([N:19]2[CH2:20][CH2:21][C@H:17]([C:14]([OH:13])([CH3:16])[CH3:15])[C@@H:18]2[CH3:22])[C:7]([F:12])=[CH:6][C:3]=1[C:4]#[N:5], predict the reactants needed to synthesize it. (8) Given the product [F:1][C:2]1[CH:3]=[C:4]([CH3:9])[CH:5]=[C:6]([N+:10]([O-:12])=[O:11])[C:7]=1[F:8], predict the reactants needed to synthesize it. The reactants are: [F:1][C:2]1[CH:3]=[C:4]([CH3:9])[CH:5]=[CH:6][C:7]=1[F:8].[N+:10]([O-])([O-:12])=[O:11].[NH4+].FC(F)(F)C(O)=O.[OH-].[Na+].